The task is: Predict which catalyst facilitates the given reaction.. This data is from Catalyst prediction with 721,799 reactions and 888 catalyst types from USPTO. (1) Reactant: [OH:1][C:2]1[CH:23]=[CH:22][C:5]([O:6][CH2:7][CH2:8][N:9]2[CH2:14][CH2:13][C:12]([C:16]3[CH:21]=[CH:20][CH:19]=[CH:18][CH:17]=3)([OH:15])[CH2:11][CH2:10]2)=[CH:4][CH:3]=1.BrCCO[C:28]1[CH:33]=[CH:32][C:31]([OH:34])=[CH:30][CH:29]=1.[OH:35]C1(C2C=CC=CC=2)CCNCC1.CC[N:50]([CH:54](C)C)C(C)C. Product: [OH:15][C:12]1([C:16]2[CH:17]=[CH:18][CH:19]=[CH:20][CH:21]=2)[CH2:11][CH2:10][N:9]([CH2:8][CH2:7][O:6][C:5]2[CH:4]=[CH:3][C:2]([O:1][C:54](=[O:35])[NH:50][C:29]3[CH:28]=[CH:33][CH:32]=[C:31]([OH:34])[CH:30]=3)=[CH:23][CH:22]=2)[CH2:14][CH2:13]1. The catalyst class is: 210. (2) Reactant: [Br:1][C:2]1[C:3]([C:8]([CH3:12])([CH3:11])[C:9]#N)=[N:4][CH:5]=[CH:6][CH:7]=1.[H-].C([Al+]CC(C)C)C(C)C.Cl.C(=O)([O-])[OH:25].[Na+]. Product: [Br:1][C:2]1[C:3]([C:8]([CH3:12])([CH3:11])[CH:9]=[O:25])=[N:4][CH:5]=[CH:6][CH:7]=1. The catalyst class is: 11.